This data is from Reaction yield outcomes from USPTO patents with 853,638 reactions. The task is: Predict the reaction yield, written as a fraction of the theoretical maximum amount of product (1.0 means a 100% yield; for example, 0.34 means a 34% yield). (1) The reactants are [CH2:1]([C:3]1[O:4][C:5]2[CH:11]=[C:10]([C:12]([O:14]CC)=[O:13])[CH:9]=[C:8]([O:17][C:18]3[CH:23]=[CH:22][C:21]([S:24]([CH3:27])(=[O:26])=[O:25])=[CH:20][CH:19]=3)[C:6]=2[CH:7]=1)[CH3:2].[OH-].[K+]. The catalyst is CO.O. The product is [CH2:1]([C:3]1[O:4][C:5]2[CH:11]=[C:10]([C:12]([OH:14])=[O:13])[CH:9]=[C:8]([O:17][C:18]3[CH:23]=[CH:22][C:21]([S:24]([CH3:27])(=[O:26])=[O:25])=[CH:20][CH:19]=3)[C:6]=2[CH:7]=1)[CH3:2]. The yield is 0.940. (2) The reactants are CCN(CC)CC.[C:8]([O:16][CH2:17][C@@H:18]1[C@@H:22]([O:23][C:24](=[O:31])[C:25]2[CH:30]=[CH:29][CH:28]=[CH:27][CH:26]=2)[C@@:21]([Cl:33])([F:32])[CH:20]([OH:34])[O:19]1)(=[O:15])[C:9]1[CH:14]=[CH:13][CH:12]=[CH:11][CH:10]=1.[CH3:35][S:36](Cl)(=[O:38])=[O:37].Cl. The catalyst is C(Cl)Cl. The product is [C:8]([O:16][CH2:17][C@@H:18]1[C@@H:22]([O:23][C:24](=[O:31])[C:25]2[CH:26]=[CH:27][CH:28]=[CH:29][CH:30]=2)[C@@:21]([Cl:33])([F:32])[CH:20]([O:34][S:36]([CH3:35])(=[O:38])=[O:37])[O:19]1)(=[O:15])[C:9]1[CH:10]=[CH:11][CH:12]=[CH:13][CH:14]=1. The yield is 0.980. (3) The reactants are [OH:1][C:2]1[CH:7]=[CH:6][C:5]([C@@H:8]2[O:17][C:16]3[C:11](=[CH:12][C:13]([OH:18])=[CH:14][CH:15]=3)[C@@H:10]3[CH2:19][S:20][CH2:21][C@H:9]23)=[CH:4][CH:3]=1.[OH:22]OS([O-])=O.[K+].[O-]S([O-])=O.[Na+].[Na+]. The catalyst is CO.O.CCOC(C)=O. The product is [OH:1][C:2]1[CH:3]=[CH:4][C:5]([C@@H:8]2[O:17][C:16]3[C:11](=[CH:12][C:13]([OH:18])=[CH:14][CH:15]=3)[C@@H:10]3[CH2:19][S@@:20](=[O:22])[CH2:21][C@H:9]23)=[CH:6][CH:7]=1. The yield is 0.850. (4) The reactants are [C:1]([Si:5]([CH3:27])([CH3:26])[O:6][C:7]1[C:12]([CH3:13])=[CH:11][C:10]([C:14]2([OH:24])[C:22]3[C:17](=[CH:18][CH:19]=[CH:20][CH:21]=3)[NH:16][C:15]2=[O:23])=[CH:9][C:8]=1[CH3:25])([CH3:4])([CH3:3])[CH3:2].C(N=P1(N(CC)CC)N(C)CCCN1C)(C)(C)C.Cl[C:47]1[CH:54]=[CH:53][CH:52]=[CH:51][C:48]=1[CH2:49]Br. The catalyst is C(#N)C.CN(C=O)C. The product is [CH2:49]([N:16]1[C:17]2[C:22](=[CH:21][CH:20]=[CH:19][CH:18]=2)[C:14]([C:10]2[CH:9]=[C:8]([CH3:25])[C:7]([O:6][Si:5]([C:1]([CH3:2])([CH3:4])[CH3:3])([CH3:27])[CH3:26])=[C:12]([CH3:13])[CH:11]=2)([OH:24])[C:15]1=[O:23])[C:48]1[CH:51]=[CH:52][CH:53]=[CH:54][CH:47]=1. The yield is 0.760. (5) The reactants are [Si]([O:8][CH2:9][C:10]1[CH:11]=[C:12]2[C:16](=[CH:17][CH:18]=1)[NH:15][N:14]=[C:13]2[C:19]([O:21]C)=[O:20])(C(C)(C)C)(C)C.F[C:24]1[CH:29]=[C:28]([I:30])[CH:27]=[CH:26][N:25]=1. No catalyst specified. The product is [OH:8][CH2:9][C:10]1[CH:11]=[C:12]2[C:16](=[CH:17][CH:18]=1)[N:15]([C:24]1[CH:29]=[C:28]([I:30])[CH:27]=[CH:26][N:25]=1)[N:14]=[C:13]2[C:19]([OH:21])=[O:20]. The yield is 0.510. (6) The reactants are Cl[C:2]1[CH:7]=[C:6]([O:8][CH3:9])[N:5]=[CH:4][C:3]=1[C:10]1[N:11]([CH2:23][CH2:24][OH:25])[CH:12]=[C:13]([C:15]2[N:16]([CH:20]([CH3:22])[CH3:21])[N:17]=[CH:18][N:19]=2)[N:14]=1.[H-].[Na+]. The catalyst is CN(C=O)C. The product is [CH:20]([N:16]1[C:15]([C:13]2[N:14]=[C:10]3[N:11]([CH2:23][CH2:24][O:25][C:2]4[CH:7]=[C:6]([O:8][CH3:9])[N:5]=[CH:4][C:3]=43)[CH:12]=2)=[N:19][CH:18]=[N:17]1)([CH3:22])[CH3:21]. The yield is 0.790. (7) The reactants are [CH2:1]([C:5]1[S:9][C:8]([S:10]([NH:13][C:14]([CH3:17])([CH3:16])[CH3:15])(=[O:12])=[O:11])=[C:7](B(O)O)[CH:6]=1)[CH:2]([CH3:4])[CH3:3].Br[C:22]1[CH:33]=[CH:32][C:25]([CH2:26][N:27]2[CH:31]=[N:30][N:29]=[N:28]2)=[CH:24][CH:23]=1.C1(C)C=CC=CC=1.[OH-].[Na+]. The catalyst is CCOC(C)=O.C1C=CC([P]([Pd]([P](C2C=CC=CC=2)(C2C=CC=CC=2)C2C=CC=CC=2)([P](C2C=CC=CC=2)(C2C=CC=CC=2)C2C=CC=CC=2)[P](C2C=CC=CC=2)(C2C=CC=CC=2)C2C=CC=CC=2)(C2C=CC=CC=2)C2C=CC=CC=2)=CC=1.C(O)C. The product is [CH2:1]([C:5]1[S:9][C:8]([S:10]([NH:13][C:14]([CH3:17])([CH3:16])[CH3:15])(=[O:12])=[O:11])=[C:7]([C:22]2[CH:33]=[CH:32][C:25]([CH2:26][N:27]3[CH:31]=[N:30][N:29]=[N:28]3)=[CH:24][CH:23]=2)[CH:6]=1)[CH:2]([CH3:4])[CH3:3]. The yield is 0.620. (8) The reactants are [Cl:1][C:2]1[CH:7]=[CH:6][C:5]([C:8]([N:10]([CH3:34])[C@@H:11]2[CH2:16][CH2:15][N:14]([C:17]3[N:22]=[CH:21][C:20]([C:23]([OH:25])=O)=[CH:19][CH:18]=3)[CH2:13][C@H:12]2[C:26]2[CH:31]=[CH:30][C:29]([Cl:32])=[C:28]([Cl:33])[CH:27]=2)=[O:9])=[CH:4][CH:3]=1.C(Cl)(=O)C(Cl)=O.[CH3:41][N:42](C=O)C. The catalyst is C1COCC1. The product is [Cl:1][C:2]1[CH:3]=[CH:4][C:5]([C:8]([N:10]([CH3:34])[C@@H:11]2[CH2:16][CH2:15][N:14]([C:17]3[N:22]=[CH:21][C:20]([C:23]([NH:42][CH3:41])=[O:25])=[CH:19][CH:18]=3)[CH2:13][C@H:12]2[C:26]2[CH:31]=[CH:30][C:29]([Cl:32])=[C:28]([Cl:33])[CH:27]=2)=[O:9])=[CH:6][CH:7]=1. The yield is 0.250. (9) The reactants are [Br:1][C:2]1[CH:3]=[C:4]([NH:10][C:11]2[N:16]=[CH:15][C:14]([C:17]3[CH2:22][CH2:21][N:20](C(OC(C)(C)C)=O)[CH2:19][CH:18]=3)=[CH:13][CH:12]=2)[C:5](=[O:9])[N:6]([CH3:8])[CH:7]=1. The catalyst is Cl.O1CCOCC1. The product is [Br:1][C:2]1[CH:3]=[C:4]([NH:10][C:11]2[CH:12]=[CH:13][C:14]([C:17]3[CH2:22][CH2:21][NH:20][CH2:19][CH:18]=3)=[CH:15][N:16]=2)[C:5](=[O:9])[N:6]([CH3:8])[CH:7]=1. The yield is 0.840.